From a dataset of Full USPTO retrosynthesis dataset with 1.9M reactions from patents (1976-2016). Predict the reactants needed to synthesize the given product. (1) Given the product [C:1]1([CH:11]=[CH:12][C:13]([Cl:19])=[O:15])[C:10]2[C:5](=[CH:6][CH:7]=[CH:8][CH:9]=2)[CH:4]=[CH:3][CH:2]=1, predict the reactants needed to synthesize it. The reactants are: [C:1]1([CH:11]=[CH:12][C:13]([OH:15])=O)[C:10]2[C:5](=[CH:6][CH:7]=[CH:8][CH:9]=2)[CH:4]=[CH:3][CH:2]=1.C(Cl)(=O)C([Cl:19])=O. (2) The reactants are: Br[CH2:2][C:3]1[N:7]([CH3:8])[N:6]([C:9]2[CH:14]=[CH:13][C:12]([O:15][C:16]([F:19])([F:18])[F:17])=[CH:11][CH:10]=2)[C:5](=[O:20])[C:4]=1[Cl:21].[C:22]1([CH2:28][CH2:29][CH2:30][CH:31]2[CH2:36][CH2:35][NH:34][CH2:33][CH2:32]2)[CH:27]=[CH:26][CH:25]=[CH:24][CH:23]=1.C(=O)([O-])[O-].[K+].[K+]. Given the product [Cl:21][C:4]1[C:5](=[O:20])[N:6]([C:9]2[CH:14]=[CH:13][C:12]([O:15][C:16]([F:19])([F:18])[F:17])=[CH:11][CH:10]=2)[N:7]([CH3:8])[C:3]=1[CH2:2][N:34]1[CH2:35][CH2:36][CH:31]([CH2:30][CH2:29][CH2:28][C:22]2[CH:23]=[CH:24][CH:25]=[CH:26][CH:27]=2)[CH2:32][CH2:33]1, predict the reactants needed to synthesize it. (3) Given the product [Cl:1][C:2]1[CH:7]=[CH:6][C:5]([C:8]2[N:12]([CH2:13][C:14]3[CH:19]=[CH:18][C:17]([C:20]#[N:46])=[CH:16][CH:15]=3)[C:11]3[CH:25]=[C:26]([F:30])[C:27]([F:29])=[CH:28][C:10]=3[N:9]=2)=[C:4]([O:31][CH3:32])[CH:3]=1, predict the reactants needed to synthesize it. The reactants are: [Cl:1][C:2]1[CH:7]=[CH:6][C:5]([C:8]2[N:12]([CH2:13][C:14]3[CH:19]=[CH:18][C:17]([CH2:20]CC(O)=O)=[CH:16][CH:15]=3)[C:11]3[CH:25]=[C:26]([F:30])[C:27]([F:29])=[CH:28][C:10]=3[N:9]=2)=[C:4]([O:31][CH2:32]C2CCCC2)[CH:3]=1.ClC1C=CC(C2N(CC3C=C(C=CC=3)C(O)=O)C3C=C(F)C(F)=CC=3[N:46]=2)=C(OCC2CCCC2)C=1.BrCC1C=CC(C#N)=CC=1. (4) Given the product [CH3:37][O:38][C:39]([C:41]1([NH:47][C:30]([CH:13]2[CH2:14][CH:15]([O:17][C:18]3[C:27]4[C:22](=[CH:23][C:24]([O:28][CH3:29])=[CH:25][CH:26]=4)[CH:21]=[CH:20][N:19]=3)[CH2:16][N:12]2[C:10](=[O:11])[CH:9]([NH:8][C:6]([O:5][C:1]([CH3:2])([CH3:3])[CH3:4])=[O:7])[C:33]([CH3:35])([CH3:34])[CH3:36])=[O:32])[CH2:43][CH:42]1[CH2:44][C:45]#[N:46])=[O:40], predict the reactants needed to synthesize it. The reactants are: [C:1]([O:5][C:6]([NH:8][CH:9]([C:33]([CH3:36])([CH3:35])[CH3:34])[C:10]([N:12]1[CH2:16][CH:15]([O:17][C:18]2[C:27]3[C:22](=[CH:23][C:24]([O:28][CH3:29])=[CH:25][CH:26]=3)[CH:21]=[CH:20][N:19]=2)[CH2:14][CH:13]1[C:30]([OH:32])=O)=[O:11])=[O:7])([CH3:4])([CH3:3])[CH3:2].[CH3:37][O:38][C:39]([C:41]1([NH2:47])[CH2:43][CH:42]1[CH2:44][C:45]#[N:46])=[O:40]. (5) Given the product [CH3:1][N:2]([CH2:13][C:14]1[N:18]([CH2:19][C@H:20]2[CH2:25][CH2:24][CH2:23][N:22](/[C:37](/[NH:38][C:39](=[O:45])[O:40][C:41]([CH3:44])([CH3:43])[CH3:42])=[N:36]/[C:35](=[O:72])[O:34][C:31]([CH3:33])([CH3:32])[CH3:30])[CH2:21]2)[C:17]2[CH:26]=[CH:27][CH:28]=[CH:29][C:16]=2[N:15]=1)[C@@H:3]1[C:12]2[N:11]=[CH:10][CH:9]=[CH:8][C:7]=2[CH2:6][CH2:5][CH2:4]1, predict the reactants needed to synthesize it. The reactants are: [CH3:1][N:2]([CH2:13][C:14]1[N:18]([CH2:19][C@H:20]2[CH2:25][CH2:24][CH2:23][NH:22][CH2:21]2)[C:17]2[CH:26]=[CH:27][CH:28]=[CH:29][C:16]=2[N:15]=1)[C@@H:3]1[C:12]2[N:11]=[CH:10][CH:9]=[CH:8][C:7]=2[CH2:6][CH2:5][CH2:4]1.[CH3:30][C:31]([O:34][C:35](=[O:72])[NH:36]/[C:37](/NCCCN1C2C=CC=CC=2N=C1CN(C)C1C2N=CC=CC=2CCC1)=[N:38]/[C:39](=[O:45])[O:40][C:41]([CH3:44])([CH3:43])[CH3:42])([CH3:33])[CH3:32]. (6) Given the product [CH2:1]([N:4]([CH2:5][CH2:6][CH2:7][C:8]#[C:9][C:10]1[CH:11]=[C:12]2[C:16](=[CH:17][CH:18]=1)[N:15]([C:25]1[CH:26]=[CH:27][C:22]([Br:21])=[CH:23][CH:24]=1)[CH:14]=[C:13]2[CH3:19])[CH3:20])[CH:2]=[CH2:3], predict the reactants needed to synthesize it. The reactants are: [CH2:1]([N:4]([CH3:20])[CH2:5][CH2:6][CH2:7][C:8]#[C:9][C:10]1[CH:11]=[C:12]2[C:16](=[CH:17][CH:18]=1)[NH:15][CH:14]=[C:13]2[CH3:19])[CH:2]=[CH2:3].[Br:21][C:22]1[CH:27]=[CH:26][C:25](F)=[CH:24][CH:23]=1.